Dataset: Reaction yield outcomes from USPTO patents with 853,638 reactions. Task: Predict the reaction yield, written as a fraction of the theoretical maximum amount of product (1.0 means a 100% yield; for example, 0.34 means a 34% yield). (1) The reactants are [CH3:1][C:2]1([C:13]([O:15][CH3:16])=[O:14])[CH2:5][N:4](C(OC(C)(C)C)=O)[CH2:3]1.[ClH:17]. The catalyst is C1COCC1. The product is [ClH:17].[CH3:1][C:2]1([C:13]([O:15][CH3:16])=[O:14])[CH2:5][NH:4][CH2:3]1. The yield is 1.00. (2) The reactants are [Br:1][C:2]1[CH:16]=[N:15][C:5]2[NH:6][C:7]3[CH:12]=[N:11][C:10]([C:13]#[N:14])=[CH:9][C:8]=3[C:4]=2[CH:3]=1.[H-].[Na+].[CH3:19][Si:20]([CH3:27])([CH3:26])[CH2:21][CH2:22][O:23][CH2:24]Cl.O. The catalyst is CN(C=O)C. The product is [Br:1][C:2]1[CH:16]=[N:15][C:5]2[N:6]([CH2:24][O:23][CH2:22][CH2:21][Si:20]([CH3:27])([CH3:26])[CH3:19])[C:7]3[CH:12]=[N:11][C:10]([C:13]#[N:14])=[CH:9][C:8]=3[C:4]=2[CH:3]=1. The yield is 0.620.